Predict the product of the given reaction. From a dataset of Forward reaction prediction with 1.9M reactions from USPTO patents (1976-2016). (1) Given the reactants Br[C:2]1[CH:7]=[C:6]([C:8]2[C:9]([C:32]3[CH:37]=[CH:36][CH:35]=[CH:34][N:33]=3)=[N:10][N:11]([C:13]([C:26]3[CH:31]=[CH:30][CH:29]=[CH:28][CH:27]=3)([C:20]3[CH:25]=[CH:24][CH:23]=[CH:22][CH:21]=3)[C:14]3[CH:19]=[CH:18][CH:17]=[CH:16][CH:15]=3)[CH:12]=2)[CH:5]=[CH:4][N:3]=1.Cl.C([O:46][C:47]1[CH:52]=[CH:51][C:50]([NH2:53])=[CH:49][CH:48]=1)C1C=CC=CC=1.CC(C)([O-])C.[Na+], predict the reaction product. The product is: [N:33]1[CH:34]=[CH:35][CH:36]=[CH:37][C:32]=1[C:9]1[C:8]([C:6]2[CH:5]=[CH:4][N:3]=[C:2]([NH:53][C:50]3[CH:51]=[CH:52][C:47]([OH:46])=[CH:48][CH:49]=3)[CH:7]=2)=[CH:12][N:11]([C:13]([C:26]2[CH:31]=[CH:30][CH:29]=[CH:28][CH:27]=2)([C:20]2[CH:25]=[CH:24][CH:23]=[CH:22][CH:21]=2)[C:14]2[CH:19]=[CH:18][CH:17]=[CH:16][CH:15]=2)[N:10]=1. (2) The product is: [NH2:19][C:10]1[C:9]2[N:8]=[C:7]([CH3:20])[N:6]([CH2:5][CH2:4][CH2:3][CH2:2][NH:1][S:22]([CH3:21])(=[O:24])=[O:23])[C:18]=2[C:17]2[CH:16]=[CH:15][CH:14]=[CH:13][C:12]=2[N:11]=1. Given the reactants [NH2:1][CH2:2][CH2:3][CH2:4][CH2:5][N:6]1[C:18]2[C:17]3[CH:16]=[CH:15][CH:14]=[CH:13][C:12]=3[N:11]=[C:10]([NH2:19])[C:9]=2[N:8]=[C:7]1[CH3:20].[CH3:21][S:22](Cl)(=[O:24])=[O:23], predict the reaction product. (3) Given the reactants C(N(CCCC)C(C1N=C(C2C=CC(C(OC)=O)=CC=2C(O)=O)N(CCC2C=CC=CC=2)C=1)=O)CCC.[CH2:38]([N:42]([CH2:79][CH2:80][CH2:81][CH3:82])[C:43]([C:45]1[N:46]=[C:47]([C:59]2[CH:68]=[CH:67][C:62]([C:63]([O:65][CH3:66])=[O:64])=[CH:61][C:60]=2[C:69]([O:71]CC2C=CC=CC=2)=[O:70])[N:48]([CH2:50][CH2:51][CH2:52][C:53]2[CH:58]=[CH:57][CH:56]=[CH:55][CH:54]=2)[CH:49]=1)=[O:44])[CH2:39][CH2:40][CH3:41], predict the reaction product. The product is: [CH2:79]([N:42]([CH2:38][CH2:39][CH2:40][CH3:41])[C:43]([C:45]1[N:46]=[C:47]([C:59]2[CH:68]=[CH:67][C:62]([C:63]([O:65][CH3:66])=[O:64])=[CH:61][C:60]=2[C:69]([OH:71])=[O:70])[N:48]([CH2:50][CH2:51][CH2:52][C:53]2[CH:58]=[CH:57][CH:56]=[CH:55][CH:54]=2)[CH:49]=1)=[O:44])[CH2:80][CH2:81][CH3:82].